This data is from NCI-60 drug combinations with 297,098 pairs across 59 cell lines. The task is: Regression. Given two drug SMILES strings and cell line genomic features, predict the synergy score measuring deviation from expected non-interaction effect. (1) Drug 1: CC12CCC3C(C1CCC2=O)CC(=C)C4=CC(=O)C=CC34C. Drug 2: C1=CC=C(C=C1)NC(=O)CCCCCCC(=O)NO. Cell line: UO-31. Synergy scores: CSS=23.0, Synergy_ZIP=-3.19, Synergy_Bliss=-0.836, Synergy_Loewe=-1.67, Synergy_HSA=-0.482. (2) Drug 1: C(CCl)NC(=O)N(CCCl)N=O. Drug 2: B(C(CC(C)C)NC(=O)C(CC1=CC=CC=C1)NC(=O)C2=NC=CN=C2)(O)O. Cell line: MDA-MB-435. Synergy scores: CSS=64.8, Synergy_ZIP=-4.07, Synergy_Bliss=-9.44, Synergy_Loewe=-31.5, Synergy_HSA=-6.17. (3) Drug 1: CCCS(=O)(=O)NC1=C(C(=C(C=C1)F)C(=O)C2=CNC3=C2C=C(C=N3)C4=CC=C(C=C4)Cl)F. Drug 2: COC1=CC(=CC(=C1O)OC)C2C3C(COC3=O)C(C4=CC5=C(C=C24)OCO5)OC6C(C(C7C(O6)COC(O7)C8=CC=CS8)O)O. Cell line: HOP-92. Synergy scores: CSS=29.8, Synergy_ZIP=-4.94, Synergy_Bliss=-7.55, Synergy_Loewe=-43.7, Synergy_HSA=-8.40. (4) Synergy scores: CSS=1.73, Synergy_ZIP=0.539, Synergy_Bliss=0.396, Synergy_Loewe=-0.611, Synergy_HSA=-0.620. Cell line: OVCAR-8. Drug 2: C1C(C(OC1N2C=NC3=C2NC=NCC3O)CO)O. Drug 1: CCC(=C(C1=CC=CC=C1)C2=CC=C(C=C2)OCCN(C)C)C3=CC=CC=C3.C(C(=O)O)C(CC(=O)O)(C(=O)O)O.